This data is from Forward reaction prediction with 1.9M reactions from USPTO patents (1976-2016). The task is: Predict the product of the given reaction. (1) Given the reactants Cl.[NH2:2][C:3]1[CH:4]=[CH:5][C:6]([C:14]2[CH:19]=[CH:18][C:17]([Cl:20])=[CH:16][CH:15]=2)=[C:7]2[C:12]=1[CH2:11][N:10]([CH3:13])[CH2:9][CH2:8]2.[O:21]=[CH:22][C:23](Cl)(Cl)Cl.S([O-])([O-])(=O)=[O:28].[Na+].[Na+].Cl.NO, predict the reaction product. The product is: [Cl:20][C:17]1[CH:16]=[CH:15][C:14]([C:6]2[C:7]3[CH2:8][CH2:9][N:10]([CH3:13])[CH2:11][C:12]=3[C:3]3[NH:2][C:22](=[O:21])[C:23](=[O:28])[C:4]=3[CH:5]=2)=[CH:19][CH:18]=1. (2) Given the reactants [N+:1]([C:4]1[CH:5]=[C:6]([N:15]2[CH2:20][CH2:19][N:18]([C:21]([C:23]3[CH:28]=[CH:27][CH:26]=[CH:25][CH:24]=3)=[O:22])[CH2:17][CH2:16]2)[CH:7]=[CH:8][C:9]=1[O:10][C:11]([F:14])([F:13])[F:12])([O-])=O, predict the reaction product. The product is: [NH2:1][C:4]1[CH:5]=[C:6]([N:15]2[CH2:16][CH2:17][N:18]([C:21]([C:23]3[CH:28]=[CH:27][CH:26]=[CH:25][CH:24]=3)=[O:22])[CH2:19][CH2:20]2)[CH:7]=[CH:8][C:9]=1[O:10][C:11]([F:12])([F:13])[F:14]. (3) Given the reactants C([NH:5][S:6]([C:9]1[CH:14]=[CH:13][CH:12]=[CH:11][C:10]=1[C:15]1[CH:35]=[CH:34][C:18]2[NH:19][C:20]([CH2:22][O:23][C:24]3[CH:29]=[CH:28][C:27]([C:30]([F:33])([F:32])[F:31])=[CH:26][CH:25]=3)=[N:21][C:17]=2[CH:16]=1)(=[O:8])=[O:7])(C)(C)C.Cl, predict the reaction product. The product is: [F:33][C:30]([F:31])([F:32])[C:27]1[CH:28]=[CH:29][C:24]([O:23][CH2:22][C:20]2[NH:19][C:18]3[CH:34]=[CH:35][C:15]([C:10]4[CH:11]=[CH:12][CH:13]=[CH:14][C:9]=4[S:6]([NH2:5])(=[O:8])=[O:7])=[CH:16][C:17]=3[N:21]=2)=[CH:25][CH:26]=1. (4) Given the reactants Br[CH:2]([C:4]1[N:13]([CH3:14])[C:12](=[O:15])[C:11]2[C:6](=[CH:7][CH:8]=[CH:9][CH:10]=2)[N:5]=1)[CH3:3].[NH2:16][CH:17]1[CH2:22][CH2:21][N:20]([C:23]([O:25][C:26]([CH3:29])([CH3:28])[CH3:27])=[O:24])[CH2:19][CH2:18]1.[I-].[K+].C(=O)([O-])[O-].[K+].[K+], predict the reaction product. The product is: [C:26]([O:25][C:23]([N:20]1[CH2:21][CH2:22][CH:17]([NH:16][CH:2]([C:4]2[N:13]([CH3:14])[C:12](=[O:15])[C:11]3[C:6](=[CH:7][CH:8]=[CH:9][CH:10]=3)[N:5]=2)[CH3:3])[CH2:18][CH2:19]1)=[O:24])([CH3:29])([CH3:27])[CH3:28]. (5) Given the reactants [O:1]=[C:2]1[NH:11][C:10]2[C:5](=[CH:6][CH:7]=[C:8](C(O)=O)[CH:9]=2)[N:4]2C=CC=[C:3]12.CCN=C=NCCCN(C)C.C1C=CC2N(O)N=NC=2C=1.C(N(CC)CC)C.C(Cl)Cl.C(O)(C(F)(F)F)=O, predict the reaction product. The product is: [NH:11]1[C:10]2[C:5](=[CH:6][CH:7]=[CH:8][CH:9]=2)[N:4]=[CH:3][C:2]1=[O:1]. (6) Given the reactants [O:1]1[C:5]2[CH:6]=[CH:7][CH:8]=[CH:9][C:4]=2[C:3]([NH:10][C:11]2[CH:16]=[CH:15][C:14](B3[O:21][C:20]([CH3:23])(C)C(C)(C)O3)=[CH:13][CH:12]=2)=[N:2]1.I[C:27]1[C:35]2[C:30](=[N:31][CH:32]=[N:33][C:34]=2[NH2:36])[N:29]([C@H:37]2[CH2:42][CH2:41][C@H:40]([N:43]3[CH2:48][CH2:47][N:46]([CH3:49])[CH2:45][CH2:44]3)[CH2:39][CH2:38]2)[N:28]=1.C(=O)([O-])[O-:51].[Na+].[Na+], predict the reaction product. The product is: [C:20]([OH:51])(=[O:21])[CH3:23].[NH2:36][C:34]1[N:33]=[CH:32][N:31]=[C:30]2[N:29]([C@H:37]3[CH2:42][CH2:41][C@H:40]([N:43]4[CH2:44][CH2:45][N:46]([CH3:49])[CH2:47][CH2:48]4)[CH2:39][CH2:38]3)[N:28]=[C:27]([C:14]3[CH:13]=[CH:12][C:11]([NH:10][C:3]4[C:4]5[CH:9]=[CH:8][CH:7]=[CH:6][C:5]=5[O:1][N:2]=4)=[CH:16][CH:15]=3)[C:35]=12.